Dataset: Full USPTO retrosynthesis dataset with 1.9M reactions from patents (1976-2016). Task: Predict the reactants needed to synthesize the given product. Given the product [F:8][C:9]1[CH:26]=[CH:25][C:12]([CH2:13][C:14]2[C:23]3[C:18](=[CH:19][CH:20]=[CH:21][CH:22]=3)[C:17](=[O:24])[NH:16][N:15]=2)=[CH:11][C:10]=1[C:27]([N:29]1[CH2:34][CH2:33][N:32]([C:37](=[O:38])[C:36](=[O:35])[CH3:40])[CH2:31][CH2:30]1)=[O:28], predict the reactants needed to synthesize it. The reactants are: OC(C(F)(F)F)=O.[F:8][C:9]1[CH:26]=[CH:25][C:12]([CH2:13][C:14]2[C:23]3[C:18](=[CH:19][CH:20]=[CH:21][CH:22]=3)[C:17](=[O:24])[NH:16][N:15]=2)=[CH:11][C:10]=1[C:27]([N:29]1[CH2:34][CH2:33][NH:32][CH2:31][CH2:30]1)=[O:28].[O:35]=[C:36]([CH3:40])[C:37](O)=[O:38].CCN(C(C)C)C(C)C.CN(C(ON1N=NC2C=CC=NC1=2)=[N+](C)C)C.F[P-](F)(F)(F)(F)F.